This data is from Reaction yield outcomes from USPTO patents with 853,638 reactions. The task is: Predict the reaction yield, written as a fraction of the theoretical maximum amount of product (1.0 means a 100% yield; for example, 0.34 means a 34% yield). (1) The reactants are Cl[C:2]1[CH:7]=[C:6]([Cl:8])[N:5]=[C:4]([C:9]2[CH:14]=[CH:13][CH:12]=[CH:11][CH:10]=2)[N:3]=1.[Cl:15][C:16]1[CH:21]=[C:20]([Cl:22])[CH:19]=[CH:18][C:17]=1[CH2:23][NH:24][C:25]([CH:27]1[CH2:32][CH2:31][NH:30][CH2:29][CH2:28]1)=[O:26].[OH-].[Na+]. The catalyst is O1CCOCC1. The product is [Cl:8][C:6]1[N:5]=[C:4]([C:9]2[CH:14]=[CH:13][CH:12]=[CH:11][CH:10]=2)[N:3]=[C:2]([N:30]2[CH2:31][CH2:32][CH:27]([C:25]([NH:24][CH2:23][C:17]3[CH:18]=[CH:19][C:20]([Cl:22])=[CH:21][C:16]=3[Cl:15])=[O:26])[CH2:28][CH2:29]2)[CH:7]=1. The yield is 0.440. (2) The reactants are [CH2:1]1[CH2:6][C@H:5]([C:7]([OH:9])=[O:8])[CH2:4][CH2:3][C@H:2]1[CH2:10][NH2:11].[CH3:12][CH:13]([CH3:30])[CH2:14][C:15]([O:17][CH2:18][O:19][C:20](ON1C(=O)CCC1=O)=[O:21])=[O:16]. The catalyst is CC(OC)(C)C.CC(C)=O.O. The product is [CH3:12][CH:13]([CH3:30])[CH2:14][C:15]([O:17][CH2:18][O:19][C:20]([NH:11][CH2:10][C@H:2]1[CH2:3][CH2:4][C@H:5]([C:7]([OH:9])=[O:8])[CH2:6][CH2:1]1)=[O:21])=[O:16]. The yield is 0.490. (3) The reactants are Cl.[NH2:2][CH2:3][C:4]([C:6]1[CH:11]=[CH:10][C:9]([Br:12])=[CH:8][CH:7]=1)=[O:5].[C:13]([O:17][C:18]([N:20]1[CH2:24][CH2:23][CH2:22][C@H:21]1[C:25](O)=[O:26])=[O:19])([CH3:16])([CH3:15])[CH3:14].C(N(C(C)C)CC)(C)C.C(OP(ON1C(=O)C2C=CC=CC=2N=N1)(OCC)=O)C. The catalyst is CN(C=O)C.O.C(OCC)(=O)C. The product is [Br:12][C:9]1[CH:10]=[CH:11][C:6]([C:4](=[O:5])[CH2:3][NH:2][C:25]([C@@H:21]2[CH2:22][CH2:23][CH2:24][N:20]2[C:18]([O:17][C:13]([CH3:16])([CH3:15])[CH3:14])=[O:19])=[O:26])=[CH:7][CH:8]=1. The yield is 0.560. (4) The reactants are Br[C:2]1[CH:11]=[CH:10][CH:9]=[C:8]2[C:3]=1[CH:4]=[CH:5][N:6]=[CH:7]2.[CH2:12]([Sn](CCCC)(CCCC)CCCC)[CH:13]=[CH2:14].[F-].[K+]. The catalyst is C1(C)C=CC=CC=1.C1(P(C2C=CC=CC=2)C2C=CC=CC=2)C=CC=CC=1.C1(P(C2C=CC=CC=2)C2C=CC=CC=2)C=CC=CC=1.Cl[Pd]Cl. The product is [CH2:14]([C:2]1[CH:11]=[CH:10][CH:9]=[C:8]2[C:3]=1[CH:4]=[CH:5][N:6]=[CH:7]2)[CH:13]=[CH2:12]. The yield is 0.920. (5) The reactants are Cl[C:2]1[N:7]=[C:6]([NH:8][C@H:9]([CH2:12][CH3:13])[CH2:10][OH:11])[C:5]([C:14]2[CH:18]=[CH:17][S:16][CH:15]=2)=[CH:4][N:3]=1.[NH2:19][C:20]1[CH:25]=[CH:24][C:23]([S:26]([CH3:34])(=[N:28][C:29]([O:31][CH2:32][CH3:33])=[O:30])=[O:27])=[C:22]([Br:35])[CH:21]=1. No catalyst specified. The product is [Br:35][C:22]1[CH:21]=[C:20]([NH:19][C:2]2[N:7]=[C:6]([NH:8][C@@H:9]([CH2:10][OH:11])[CH2:12][CH3:13])[C:5]([C:14]3[CH:18]=[CH:17][S:16][CH:15]=3)=[CH:4][N:3]=2)[CH:25]=[CH:24][C:23]=1[S:26]([CH3:34])(=[N:28][C:29]([O:31][CH2:32][CH3:33])=[O:30])=[O:27]. The yield is 0.300. (6) The reactants are [Cl-].O[NH3+:3].[C:4](=[O:7])([O-])[OH:5].[Na+].CS(C)=O.[CH3:13][C:14]1[N:15]([CH2:39][C:40]2[S:41][CH:42]=[CH:43][CH:44]=2)[C:16](=[O:38])[C:17]([CH2:23][C:24]2[CH:29]=[CH:28][C:27]([C:30]3[C:31]([C:36]#[N:37])=[CH:32][CH:33]=[CH:34][CH:35]=3)=[CH:26][CH:25]=2)=[C:18]([CH2:20][CH2:21][CH3:22])[N:19]=1. The catalyst is C(OCC)(=O)C. The product is [CH3:13][C:14]1[N:15]([CH2:39][C:40]2[S:41][CH:42]=[CH:43][CH:44]=2)[C:16](=[O:38])[C:17]([CH2:23][C:24]2[CH:25]=[CH:26][C:27]([C:30]3[CH:35]=[CH:34][CH:33]=[CH:32][C:31]=3[C:36]3[NH:3][C:4](=[O:7])[O:5][N:37]=3)=[CH:28][CH:29]=2)=[C:18]([CH2:20][CH2:21][CH3:22])[N:19]=1. The yield is 0.460.